Dataset: Forward reaction prediction with 1.9M reactions from USPTO patents (1976-2016). Task: Predict the product of the given reaction. Given the reactants [C:1]([C:3]1[CH:4]=[C:5]([C:13]2[O:17][N:16]=[C:15]([C:18]3[CH:26]=[CH:25][C:24]4[N:23]5[CH2:27][CH2:28][CH:29]([CH2:30][C:31]([O:33]C(C)(C)C)=[O:32])[C:22]5=[CH:21][C:20]=4[CH:19]=3)[N:14]=2)[CH:6]=[CH:7][C:8]=1[O:9][CH:10]([CH3:12])[CH3:11])#[N:2].C([SiH](C(C)C)C(C)C)(C)C.C(O)(C(F)(F)F)=O, predict the reaction product. The product is: [C:1]([C:3]1[CH:4]=[C:5]([C:13]2[O:17][N:16]=[C:15]([C:18]3[CH:26]=[CH:25][C:24]4[N:23]5[CH2:27][CH2:28][CH:29]([CH2:30][C:31]([OH:33])=[O:32])[C:22]5=[CH:21][C:20]=4[CH:19]=3)[N:14]=2)[CH:6]=[CH:7][C:8]=1[O:9][CH:10]([CH3:12])[CH3:11])#[N:2].